Dataset: Forward reaction prediction with 1.9M reactions from USPTO patents (1976-2016). Task: Predict the product of the given reaction. (1) Given the reactants C1(C)C=CC(S(OCC([NH:15][C:16]([O:18][C:19]([CH3:22])([CH3:21])[CH3:20])=O)(C)C)(=O)=O)=CC=1.[OH-].[Na+], predict the reaction product. The product is: [C:19]([O:18][C:16](=[NH:15])[CH:20]=[C:19]([CH3:22])[CH3:21])([CH3:20])([CH3:21])[CH3:22]. (2) Given the reactants O=[C:2]1[CH2:11][CH2:10][C:9]2[C:4](=[CH:5][CH:6]=[C:7]([C:12]3[CH:17]=[CH:16][C:15]([CH3:18])=[CH:14][CH:13]=3)[CH:8]=2)[CH:3]1[C:19]([O:21]CC)=O.[NH:24]([C:26]1[CH:31]=[CH:30][CH:29]=[CH:28][N:27]=1)[NH2:25], predict the reaction product. The product is: [N:27]1[CH:28]=[CH:29][CH:30]=[CH:31][C:26]=1[N:24]1[C:19]([OH:21])=[C:3]2[C:2]([CH2:11][CH2:10][C:9]3[CH:8]=[C:7]([C:12]4[CH:13]=[CH:14][C:15]([CH3:18])=[CH:16][CH:17]=4)[CH:6]=[CH:5][C:4]=32)=[N:25]1.